Dataset: Forward reaction prediction with 1.9M reactions from USPTO patents (1976-2016). Task: Predict the product of the given reaction. (1) Given the reactants FC(F)(F)S(O[C:7]1[CH:8]=[N:9][CH:10]=[C:11]([Cl:13])[CH:12]=1)(=O)=O.[C:16]1([CH2:22][SH:23])[CH:21]=[CH:20][CH:19]=[CH:18][CH:17]=1.C(N(CC)C(C)C)(C)C, predict the reaction product. The product is: [CH2:22]([S:23][C:7]1[CH:8]=[N:9][CH:10]=[C:11]([Cl:13])[CH:12]=1)[C:16]1[CH:21]=[CH:20][CH:19]=[CH:18][CH:17]=1. (2) Given the reactants [CH3:1][O:2][CH2:3][C:4](O)=[O:5].Cl.C(N=C=NCCCN(C)C)C.[CH2:19]([O:21][C:22]1[CH:35]=[C:34]2[C:25]([C:26]([C:40]3[CH:45]=[CH:44][CH:43]=[C:42]([NH2:46])[CH:41]=3)=[N:27][CH:28]3[CH:33]2[CH2:32][CH:31]([O:36][C:37](=[O:39])[CH3:38])[CH2:30][CH2:29]3)=[CH:24][C:23]=1[O:47][CH3:48])[CH3:20], predict the reaction product. The product is: [CH2:19]([O:21][C:22]1[CH:35]=[C:34]2[C:25]([C:26]([C:40]3[CH:45]=[CH:44][CH:43]=[C:42]([NH:46][C:4](=[O:5])[CH2:3][O:2][CH3:1])[CH:41]=3)=[N:27][CH:28]3[CH:33]2[CH2:32][CH:31]([O:36][C:37](=[O:39])[CH3:38])[CH2:30][CH2:29]3)=[CH:24][C:23]=1[O:47][CH3:48])[CH3:20]. (3) Given the reactants [F:1][C:2]1[CH:8]=[CH:7][C:5]([NH2:6])=[CH:4][C:3]=1[CH2:9][N:10]1[CH2:15][CH2:14][N:13]([CH3:16])[CH2:12][CH2:11]1.[CH2:17]([N:19]1[C:28]2[C:23](=[CH:24][N:25]=[C:26]([NH:29][CH3:30])[CH:27]=2)[CH:22]=[C:21]([C:31]2[C:32]([F:45])=[CH:33][C:34]([F:44])=[C:35]([NH:37][C:38](=O)[O:39]C(C)=C)[CH:36]=2)[C:20]1=[O:46])[CH3:18], predict the reaction product. The product is: [CH2:17]([N:19]1[C:28]2[C:23](=[CH:24][N:25]=[C:26]([NH:29][CH3:30])[CH:27]=2)[CH:22]=[C:21]([C:31]2[C:32]([F:45])=[CH:33][C:34]([F:44])=[C:35]([NH:37][C:38]([NH:6][C:5]3[CH:7]=[CH:8][C:2]([F:1])=[C:3]([CH2:9][N:10]4[CH2:15][CH2:14][N:13]([CH3:16])[CH2:12][CH2:11]4)[CH:4]=3)=[O:39])[CH:36]=2)[C:20]1=[O:46])[CH3:18].